From a dataset of Catalyst prediction with 721,799 reactions and 888 catalyst types from USPTO. Predict which catalyst facilitates the given reaction. (1) Reactant: [CH3:1][O:2][C:3]1[CH:4]=[CH:5][N:6]=[C:7]([CH2:11][S+:12]([O-:26])[C:13]2[NH:14][C:15]3[CH:16]=[CH:17][C:18]([O:22][CH:23]([F:25])[F:24])=[CH:19][C:20]=3[N:21]=2)[C:8]=1[O:9][CH3:10].[OH-:27].[Na+:28]. Product: [CH3:1][O:2][C:3]1[CH:4]=[CH:5][N:6]=[C:7]([CH2:11][S:12]([C:13]2[N-:14][C:15]3[CH:16]=[CH:17][C:18]([O:22][CH:23]([F:24])[F:25])=[CH:19][C:20]=3[N:21]=2)=[O:26])[C:8]=1[O:9][CH3:10].[CH3:1][O:2][C:3]1[CH:4]=[CH:5][N:6]=[C:7]([CH2:11][S:12]([C:13]2[N-:14][C:15]3[CH:16]=[CH:17][C:18]([O:22][CH:23]([F:24])[F:25])=[CH:19][C:20]=3[N:21]=2)=[O:26])[C:8]=1[O:9][CH3:10].[OH2:27].[OH2:2].[OH2:2].[Na+:28].[Na+:28]. The catalyst class is: 7. (2) Reactant: CSC.B.[C:5]([CH2:8][C:9]1[CH:10]=[C:11]([CH:15]=[CH:16][C:17]=1[Cl:18])[C:12](O)=[O:13])(O)=[O:6]. Product: [Cl:18][C:17]1[CH:16]=[CH:15][C:11]([CH2:12][OH:13])=[CH:10][C:9]=1[CH2:8][CH2:5][OH:6]. The catalyst class is: 1. (3) Reactant: [CH:1]1([C:4]2[N:8]=[C:7]([C:9]3[C:10]4[CH2:28][CH2:27][CH:26]([C:29]([F:32])([F:31])[F:30])[CH2:25][C:11]=4[S:12][C:13]=3[NH:14]C(C3CCCC=3C(O)=O)=O)[O:6][N:5]=2)[CH2:3][CH2:2]1.[CH:33]12[CH2:40][CH2:39][CH:36]([CH2:37][CH2:38]1)[C:35]1[C:41]([O:43][C:44](=[O:45])[C:34]2=1)=[O:42]. Product: [CH:1]1([C:4]2[N:8]=[C:7]([C:9]3[C:10]4[CH2:28][CH2:27][CH:26]([C:29]([F:30])([F:32])[F:31])[CH2:25][C:11]=4[S:12][C:13]=3[NH:14][C:44]([C:34]3[CH:33]4[CH2:40][CH2:39][CH:36]([CH2:37][CH2:38]4)[C:35]=3[C:41]([OH:43])=[O:42])=[O:45])[O:6][N:5]=2)[CH2:2][CH2:3]1. The catalyst class is: 2.